This data is from NCI-60 drug combinations with 297,098 pairs across 59 cell lines. The task is: Regression. Given two drug SMILES strings and cell line genomic features, predict the synergy score measuring deviation from expected non-interaction effect. Drug 1: C(CN)CNCCSP(=O)(O)O. Drug 2: COCCOC1=C(C=C2C(=C1)C(=NC=N2)NC3=CC=CC(=C3)C#C)OCCOC.Cl. Cell line: HT29. Synergy scores: CSS=-7.29, Synergy_ZIP=2.27, Synergy_Bliss=0.526, Synergy_Loewe=-5.30, Synergy_HSA=-5.49.